From a dataset of NCI-60 drug combinations with 297,098 pairs across 59 cell lines. Regression. Given two drug SMILES strings and cell line genomic features, predict the synergy score measuring deviation from expected non-interaction effect. (1) Drug 1: CC=C1C(=O)NC(C(=O)OC2CC(=O)NC(C(=O)NC(CSSCCC=C2)C(=O)N1)C(C)C)C(C)C. Drug 2: C1CN1C2=NC(=NC(=N2)N3CC3)N4CC4. Cell line: HOP-92. Synergy scores: CSS=45.9, Synergy_ZIP=-2.55, Synergy_Bliss=3.71, Synergy_Loewe=4.60, Synergy_HSA=6.69. (2) Cell line: CAKI-1. Drug 1: CCCS(=O)(=O)NC1=C(C(=C(C=C1)F)C(=O)C2=CNC3=C2C=C(C=N3)C4=CC=C(C=C4)Cl)F. Synergy scores: CSS=12.0, Synergy_ZIP=-3.04, Synergy_Bliss=-2.88, Synergy_Loewe=-3.66, Synergy_HSA=-1.97. Drug 2: CC(C)NC(=O)C1=CC=C(C=C1)CNNC.Cl. (3) Drug 1: CC1C(C(=O)NC(C(=O)N2CCCC2C(=O)N(CC(=O)N(C(C(=O)O1)C(C)C)C)C)C(C)C)NC(=O)C3=C4C(=C(C=C3)C)OC5=C(C(=O)C(=C(C5=N4)C(=O)NC6C(OC(=O)C(N(C(=O)CN(C(=O)C7CCCN7C(=O)C(NC6=O)C(C)C)C)C)C(C)C)C)N)C. Drug 2: CCC(=C(C1=CC=CC=C1)C2=CC=C(C=C2)OCCN(C)C)C3=CC=CC=C3.C(C(=O)O)C(CC(=O)O)(C(=O)O)O. Cell line: HOP-92. Synergy scores: CSS=52.7, Synergy_ZIP=16.1, Synergy_Bliss=17.1, Synergy_Loewe=3.99, Synergy_HSA=17.4. (4) Drug 1: CC12CCC3C(C1CCC2=O)CC(=C)C4=CC(=O)C=CC34C. Drug 2: N.N.Cl[Pt+2]Cl. Cell line: T-47D. Synergy scores: CSS=37.1, Synergy_ZIP=1.57, Synergy_Bliss=1.76, Synergy_Loewe=1.13, Synergy_HSA=0.920. (5) Drug 1: CC1OCC2C(O1)C(C(C(O2)OC3C4COC(=O)C4C(C5=CC6=C(C=C35)OCO6)C7=CC(=C(C(=C7)OC)O)OC)O)O. Drug 2: CC(C1=C(C=CC(=C1Cl)F)Cl)OC2=C(N=CC(=C2)C3=CN(N=C3)C4CCNCC4)N. Cell line: SW-620. Synergy scores: CSS=35.0, Synergy_ZIP=-5.58, Synergy_Bliss=-7.06, Synergy_Loewe=-9.38, Synergy_HSA=-5.34. (6) Drug 2: CC12CCC3C(C1CCC2OP(=O)(O)O)CCC4=C3C=CC(=C4)OC(=O)N(CCCl)CCCl.[Na+]. Synergy scores: CSS=2.00, Synergy_ZIP=-0.866, Synergy_Bliss=-11.7, Synergy_Loewe=-8.69, Synergy_HSA=-8.48. Cell line: EKVX. Drug 1: CC(C)(C#N)C1=CC(=CC(=C1)CN2C=NC=N2)C(C)(C)C#N. (7) Drug 1: C1=CC(=CC=C1C#N)C(C2=CC=C(C=C2)C#N)N3C=NC=N3. Drug 2: CC1C(C(CC(O1)OC2CC(OC(C2O)C)OC3=CC4=CC5=C(C(=O)C(C(C5)C(C(=O)C(C(C)O)O)OC)OC6CC(C(C(O6)C)O)OC7CC(C(C(O7)C)O)OC8CC(C(C(O8)C)O)(C)O)C(=C4C(=C3C)O)O)O)O. Cell line: CCRF-CEM. Synergy scores: CSS=49.0, Synergy_ZIP=-0.208, Synergy_Bliss=-6.12, Synergy_Loewe=-14.2, Synergy_HSA=-9.95. (8) Drug 1: CC1=C(C=C(C=C1)C(=O)NC2=CC(=CC(=C2)C(F)(F)F)N3C=C(N=C3)C)NC4=NC=CC(=N4)C5=CN=CC=C5. Drug 2: C(CN)CNCCSP(=O)(O)O. Cell line: HCC-2998. Synergy scores: CSS=1.88, Synergy_ZIP=5.06, Synergy_Bliss=-1.08, Synergy_Loewe=6.65, Synergy_HSA=0.200. (9) Drug 1: CC(C)(C#N)C1=CC(=CC(=C1)CN2C=NC=N2)C(C)(C)C#N. Drug 2: CN(CC1=CN=C2C(=N1)C(=NC(=N2)N)N)C3=CC=C(C=C3)C(=O)NC(CCC(=O)O)C(=O)O. Cell line: LOX IMVI. Synergy scores: CSS=36.3, Synergy_ZIP=1.19, Synergy_Bliss=-2.30, Synergy_Loewe=-1.46, Synergy_HSA=-0.0655. (10) Drug 1: C1=CC(=CC=C1CCCC(=O)O)N(CCCl)CCCl. Synergy scores: CSS=28.0, Synergy_ZIP=-11.9, Synergy_Bliss=-17.5, Synergy_Loewe=-14.4, Synergy_HSA=-12.4. Cell line: ACHN. Drug 2: C1C(C(OC1N2C=C(C(=O)NC2=O)F)CO)O.